The task is: Predict which catalyst facilitates the given reaction.. This data is from Catalyst prediction with 721,799 reactions and 888 catalyst types from USPTO. Reactant: Br[CH2:2][CH2:3][O:4][C:5]1[CH:10]=[CH:9][C:8]([C:11]2[N:16]=[C:15]([NH2:17])[N:14]=[C:13]([NH:18][C:19]3[CH:24]=[CH:23][C:22]([O:25][C:26]4[CH:31]=[CH:30][N:29]=[C:28]([CH3:32])[CH:27]=4)=[CH:21][CH:20]=3)[CH:12]=2)=[CH:7][CH:6]=1.[NH:33]1[CH2:37][CH2:36][CH2:35][CH2:34]1.C([O-])([O-])=O.[K+].[K+]. Product: [CH3:32][C:28]1[CH:27]=[C:26]([O:25][C:22]2[CH:23]=[CH:24][C:19]([NH:18][C:13]3[CH:12]=[C:11]([C:8]4[CH:9]=[CH:10][C:5]([O:4][CH2:3][CH2:2][N:33]5[CH2:37][CH2:36][CH2:35][CH2:34]5)=[CH:6][CH:7]=4)[N:16]=[C:15]([NH2:17])[N:14]=3)=[CH:20][CH:21]=2)[CH:31]=[CH:30][N:29]=1. The catalyst class is: 3.